Dataset: Full USPTO retrosynthesis dataset with 1.9M reactions from patents (1976-2016). Task: Predict the reactants needed to synthesize the given product. (1) Given the product [CH3:14][O:10][C:9](=[O:11])[CH2:8][CH2:7][C:6]([OH:13])=[O:12], predict the reactants needed to synthesize it. The reactants are: OS(O)(=O)=O.[C:6]([OH:13])(=[O:12])[CH2:7][CH2:8][C:9]([OH:11])=[O:10].[CH3:14]O. (2) Given the product [F:30][C@H:27]([C@H:13]1[CH2:14][N:15]([C:16]2[C:21]([F:22])=[CH:20][C:19]([C:23]([F:26])([F:25])[F:24])=[CH:18][N:17]=2)[C:11](=[O:10])[NH:12]1)[CH2:28][CH3:29], predict the reactants needed to synthesize it. The reactants are: [H-].[Na+].C([O:10][C:11](=O)[NH:12][C@@H:13]([C@@H:27]([F:30])[CH2:28][CH3:29])[CH2:14][NH:15][C:16]1[C:21]([F:22])=[CH:20][C:19]([C:23]([F:26])([F:25])[F:24])=[CH:18][N:17]=1)C1C=CC=CC=1.O. (3) Given the product [Cl:1][C:2]1[CH:7]=[CH:6][CH:5]=[C:4]([F:8])[C:3]=1[NH:20][C:21]1[CH:26]=[CH:25][C:24]([CH3:27])=[CH:23][CH:22]=1, predict the reactants needed to synthesize it. The reactants are: [Cl:1][C:2]1[CH:7]=[CH:6][CH:5]=[C:4]([F:8])[C:3]=1O.C(=O)([O-])[O-].[K+].[K+].ClCC([NH:20][C:21]1[CH:26]=[CH:25][C:24]([CH3:27])=[CH:23][CH:22]=1)=O.ClC1C=CC=C(F)C=1OCC(NC1C=CC(C)=CC=1)=O.C[O-].[Na+]. (4) Given the product [F:25][C:21]1[C:22]([F:24])=[CH:23][C:18]([C:15]2[CH:14]=[CH:13][C:12]([O:11][CH2:10][C:6]3[CH:7]=[CH:8][CH:9]=[C:4]4[C:5]=3[NH:28][N:29]([C:30]3[CH:31]=[N:32][CH:33]=[CH:34][CH:35]=3)[C:36]4=[O:38])=[CH:17][CH:16]=2)=[C:19]([O:26][CH3:27])[CH:20]=1, predict the reactants needed to synthesize it. The reactants are: COC(=O)[C:4]1[CH:9]=[CH:8][CH:7]=[C:6]([CH2:10][O:11][C:12]2[CH:17]=[CH:16][C:15]([C:18]3[CH:23]=[C:22]([F:24])[C:21]([F:25])=[CH:20][C:19]=3[O:26][CH3:27])=[CH:14][CH:13]=2)[C:5]=1[NH:28][N:29]([C:36]([O:38]C(C)(C)C)=O)[C:30]1[CH:31]=[N:32][CH:33]=[CH:34][CH:35]=1.Cl. (5) Given the product [Cl:8][C:9]1[C:18]2[CH2:17][N:16]([C:5](=[O:7])[CH3:6])[CH2:15][CH2:14][C:13]=2[N:12]=[C:11]2[CH:19]=[CH:20][CH:21]=[CH:22][C:10]=12, predict the reactants needed to synthesize it. The reactants are: C(O[C:5](=[O:7])[CH3:6])(=O)C.[Cl:8][C:9]1[C:18]2[CH2:17][NH:16][CH2:15][CH2:14][C:13]=2[N:12]=[C:11]2[CH:19]=[CH:20][CH:21]=[CH:22][C:10]=12.O. (6) Given the product [Br:2][CH2:16][C:8]1[CH:9]=[C:10]([F:15])[C:11]([N+:12]([O-:14])=[O:13])=[C:6]([F:5])[CH:7]=1, predict the reactants needed to synthesize it. The reactants are: P(Br)(Br)[Br:2].[F:5][C:6]1[CH:7]=[C:8]([CH2:16]O)[CH:9]=[C:10]([F:15])[C:11]=1[N+:12]([O-:14])=[O:13].CO.C([O-])(O)=O.[Na+].